Task: Predict the product of the given reaction.. Dataset: Forward reaction prediction with 1.9M reactions from USPTO patents (1976-2016) (1) Given the reactants [NH2:1][CH2:2][CH2:3][C:4]1[CH:9]=[CH:8][C:7]([S:10]([NH2:13])(=[O:12])=[O:11])=[CH:6][CH:5]=1.[CH:14]([C:16]1[CH:17]=[C:18]([C:22]2[CH:27]=[CH:26][CH:25]=[C:24]([C:28]([NH:30][CH2:31][CH2:32][N:33]3[CH2:37][CH2:36][CH2:35][CH2:34]3)=[O:29])[CH:23]=2)[CH:19]=[CH:20][CH:21]=1)=O, predict the reaction product. The product is: [NH2:13][S:10]([C:7]1[CH:6]=[CH:5][C:4]([CH2:3][CH2:2][NH:1][CH2:14][C:16]2[CH:17]=[C:18]([C:22]3[CH:27]=[CH:26][CH:25]=[C:24]([C:28]([NH:30][CH2:31][CH2:32][N:33]4[CH2:37][CH2:36][CH2:35][CH2:34]4)=[O:29])[CH:23]=3)[CH:19]=[CH:20][CH:21]=2)=[CH:9][CH:8]=1)(=[O:11])=[O:12]. (2) Given the reactants C(O[C:4]([C:6]1([CH2:12][CH2:13]OC)[CH2:11][CH2:10][NH:9][CH2:8][CH2:7]1)=[O:5])C.[Cl:16][C:17]1[CH:22]=[CH:21][CH:20]=[CH:19][C:18]=1[S:23](Cl)(=[O:25])=[O:24].[CH3:27][N:28]1[CH:36]=[C:35]2[C:30]([CH:31]=[CH:32][C:33]([NH2:37])=[CH:34]2)=[N:29]1, predict the reaction product. The product is: [Cl:16][C:17]1[CH:22]=[CH:21][CH:20]=[CH:19][C:18]=1[S:23]([N:9]1[CH2:8][CH2:7][C:6]2([C:4](=[O:5])[N:37]([C:33]3[CH:32]=[CH:31][C:30]4[C:35](=[CH:36][N:28]([CH3:27])[N:29]=4)[CH:34]=3)[CH2:13][CH2:12]2)[CH2:11][CH2:10]1)(=[O:25])=[O:24].